From a dataset of Forward reaction prediction with 1.9M reactions from USPTO patents (1976-2016). Predict the product of the given reaction. (1) Given the reactants [N+:1]([C:4]1[CH:13]=[CH:12][CH:11]=[C:10]2[C:5]=1[CH:6]=[CH:7][C:8](Cl)=[N:9]2)([O-])=O.[CH3:15][C:16]1[O:17][C:18]2[C:24]([NH2:25])=[CH:23][CH:22]=[CH:21][C:19]=2[CH:20]=1, predict the reaction product. The product is: [CH3:15][C:16]1[O:17][C:18]2[C:24]([NH:25][C:8]3[CH:7]=[CH:6][C:5]4[C:4]([NH2:1])=[CH:13][CH:12]=[CH:11][C:10]=4[N:9]=3)=[CH:23][CH:22]=[CH:21][C:19]=2[CH:20]=1. (2) Given the reactants [CH3:1][O:2][C:3]1[CH:28]=[CH:27][CH:26]=[CH:25][C:4]=1[C:5]([NH:7][NH:8][C:9](=[O:24])[CH2:10][C:11]1[CH:23]=[CH:22][C:14]([C:15]([O:17]C(C)(C)C)=[O:16])=[CH:13][CH:12]=1)=O.CC[N+](S(N=C(OC)[O-])(=O)=O)(CC)CC, predict the reaction product. The product is: [CH3:1][O:2][C:3]1[CH:28]=[CH:27][CH:26]=[CH:25][C:4]=1[C:5]1[O:24][C:9]([CH2:10][C:11]2[CH:23]=[CH:22][C:14]([C:15]([OH:17])=[O:16])=[CH:13][CH:12]=2)=[N:8][N:7]=1. (3) Given the reactants Cl[C:2]1[C:7]([CH:8]([O:13][C:14]([CH3:17])([CH3:16])[CH3:15])[C:9]([O:11][CH3:12])=[O:10])=[C:6]([CH3:18])[N:5]=[C:4]2[S:19][C:20]3[CH2:25][CH2:24][CH2:23][CH2:22][C:21]=3[C:3]=12.C(=O)([O-])[O-].[K+].[K+].[CH3:32][N:33]1[CH:37]=[C:36](B2OC(C)(C)C(C)(C)O2)[CH:35]=[N:34]1.C(OCC)(=O)C, predict the reaction product. The product is: [CH3:18][C:6]1[N:5]=[C:4]2[S:19][C:20]3[CH2:25][CH2:24][CH2:23][CH2:22][C:21]=3[C:3]2=[C:2]([C:36]2[CH:35]=[N:34][N:33]([CH3:32])[CH:37]=2)[C:7]=1[CH:8]([O:13][C:14]([CH3:17])([CH3:16])[CH3:15])[C:9]([O:11][CH3:12])=[O:10]. (4) Given the reactants [CH3:1][C:2]1[C:7]([C:8]2[N:9]([C:17]3[CH:22]=[CH:21][C:20]([S:23]([NH2:26])(=[O:25])=[O:24])=[CH:19][CH:18]=3)[CH:10]=[C:11]([C:13]([F:16])([F:15])[F:14])[N:12]=2)=[CH:6][CH:5]=[CH:4][N:3]=1.[C:27](O[C:27](=[O:31])[CH2:28][CH2:29][CH3:30])(=[O:31])[CH2:28][CH2:29][CH3:30].C(N(CC)CC)C, predict the reaction product. The product is: [CH3:1][C:2]1[C:7]([C:8]2[N:9]([C:17]3[CH:22]=[CH:21][C:20]([S:23]([NH:26][C:27](=[O:31])[CH2:28][CH2:29][CH3:30])(=[O:25])=[O:24])=[CH:19][CH:18]=3)[CH:10]=[C:11]([C:13]([F:14])([F:15])[F:16])[N:12]=2)=[CH:6][CH:5]=[CH:4][N:3]=1. (5) The product is: [C:1]([C:3]1[CH:4]=[CH:5][C:6]([C:9]2[N:13]3[N:14]=[C:15]([C:18]4[CH:26]=[CH:25][C:21]([C:22]([N:60]5[CH2:61][CH2:62][C:57]6([N:52]([C:63]([O:65][C:66]([CH3:69])([CH3:68])[CH3:67])=[O:64])[CH2:53][CH2:54][CH2:55][CH2:56]6)[CH2:58][CH2:59]5)=[O:23])=[CH:20][CH:19]=4)[CH:16]=[CH:17][C:12]3=[N:11][CH:10]=2)=[CH:7][CH:8]=1)#[N:2]. Given the reactants [C:1]([C:3]1[CH:8]=[CH:7][C:6]([C:9]2[N:13]3[N:14]=[C:15]([C:18]4[CH:26]=[CH:25][C:21]([C:22](O)=[O:23])=[CH:20][CH:19]=4)[CH:16]=[CH:17][C:12]3=[N:11][CH:10]=2)=[CH:5][CH:4]=1)#[N:2].CN(C(ON1N=NC2C=CC=NC1=2)=[N+](C)C)C.F[P-](F)(F)(F)(F)F.Cl.[N:52]1([C:63]([O:65][C:66]([CH3:69])([CH3:68])[CH3:67])=[O:64])[C:57]2([CH2:62][CH2:61][NH:60][CH2:59][CH2:58]2)[CH2:56][CH2:55][CH2:54][CH2:53]1.CN1CCOCC1, predict the reaction product. (6) Given the reactants [NH2:1][CH:2]([C:11]1[C:16]([O:17][CH3:18])=[CH:15][CH:14]=[CH:13][C:12]=1[O:19][CH3:20])[CH2:3][CH:4]([CH3:10])[C:5]([O:7]CC)=O.[F:21][C:22]([F:35])([O:26][C:27]1[CH:28]=[C:29]([CH:32]=[CH:33][CH:34]=1)[CH:30]=O)[CH:23]([F:25])[F:24], predict the reaction product. The product is: [CH3:18][O:17][C:16]1[CH:15]=[CH:14][CH:13]=[C:12]([O:19][CH3:20])[C:11]=1[CH:2]1[N:1]([CH2:30][C:29]2[CH:32]=[CH:33][CH:34]=[C:27]([O:26][C:22]([F:21])([F:35])[CH:23]([F:24])[F:25])[CH:28]=2)[C:5](=[O:7])[CH:4]([CH3:10])[CH2:3]1. (7) Given the reactants [O:1]1[C:5]2=[CH:6][N:7]=[C:8]([CH:10]=[O:11])[CH:9]=[C:4]2[CH:3]=[CH:2]1.[CH3:12][Mg]Br.Cl.C(=O)([O-])O.[Na+], predict the reaction product. The product is: [O:1]1[C:5]2=[CH:6][N:7]=[C:8]([CH:10]([OH:11])[CH3:12])[CH:9]=[C:4]2[CH:3]=[CH:2]1. (8) Given the reactants [OH:1][C:2]1[C:19]([CH:20]([CH3:23])[CH:21]=[CH2:22])=[CH:18][C:17]2[C@@H:16]3[C@H:7]([C@H:8]4[C@@:12]([CH2:14][CH2:15]3)([CH3:13])[C:11](=[O:24])[CH2:10][CH2:9]4)[CH2:6][CH2:5][C:4]=2[CH:3]=1.[H][H], predict the reaction product. The product is: [OH:1][C:2]1[C:19]([CH:20]([CH3:23])[CH2:21][CH3:22])=[CH:18][C:17]2[C@@H:16]3[C@H:7]([C@H:8]4[C@@:12]([CH2:14][CH2:15]3)([CH3:13])[C:11](=[O:24])[CH2:10][CH2:9]4)[CH2:6][CH2:5][C:4]=2[CH:3]=1. (9) Given the reactants [F:1][C:2]([F:22])([F:21])[O:3][C:4]1[CH:9]=[CH:8][C:7]([N:10]2[CH2:14][CH2:13][C:12]3([CH2:19][CH2:18][NH:17][CH2:16][CH2:15]3)[C:11]2=[O:20])=[CH:6][CH:5]=1.[Cl:23][CH2:24][C:25](Cl)=[O:26], predict the reaction product. The product is: [Cl:23][CH2:24][C:25]([N:17]1[CH2:16][CH2:15][C:12]2([C:11](=[O:20])[N:10]([C:7]3[CH:8]=[CH:9][C:4]([O:3][C:2]([F:1])([F:21])[F:22])=[CH:5][CH:6]=3)[CH2:14][CH2:13]2)[CH2:19][CH2:18]1)=[O:26].